From a dataset of Peptide-MHC class II binding affinity with 134,281 pairs from IEDB. Regression. Given a peptide amino acid sequence and an MHC pseudo amino acid sequence, predict their binding affinity value. This is MHC class II binding data. (1) The peptide sequence is VKDFDPDVFRSDVYK. The MHC is DRB1_0101 with pseudo-sequence DRB1_0101. The binding affinity (normalized) is 0.192. (2) The peptide sequence is PTPLAKEDFLRCLVK. The MHC is DRB1_0802 with pseudo-sequence DRB1_0802. The binding affinity (normalized) is 0.371.